Dataset: Catalyst prediction with 721,799 reactions and 888 catalyst types from USPTO. Task: Predict which catalyst facilitates the given reaction. (1) Reactant: CC1C=CC(S(O[CH2:12][CH2:13][CH2:14][C:15]2[C:23]3[C:18](=[CH:19][CH:20]=[C:21]([C:24]#[N:25])[CH:22]=3)[NH:17][CH:16]=2)(=O)=O)=CC=1.[CH3:26][C:27]1[CH:32]=[C:31]([CH3:33])[N:30]=[C:29]([N:34]2[CH2:39][CH2:38][NH:37][CH2:36][CH2:35]2)[N:28]=1.C(=O)([O-])[O-].[K+].[K+].[I-].[K+]. Product: [CH3:26][C:27]1[CH:32]=[C:31]([CH3:33])[N:30]=[C:29]([N:34]2[CH2:35][CH2:36][N:37]([CH2:12][CH2:13][CH2:14][C:15]3[C:23]4[C:18](=[CH:19][CH:20]=[C:21]([C:24]#[N:25])[CH:22]=4)[NH:17][CH:16]=3)[CH2:38][CH2:39]2)[N:28]=1. The catalyst class is: 10. (2) Reactant: C(OC(=O)[CH:5]([C:16]1[CH:21]=[CH:20][C:19]([N+:22]([O-:24])=[O:23])=[CH:18][CH:17]=1)[C:6]1[CH:11]=[CH:10][N:9]=[C:8]([C:12]([F:15])([F:14])[F:13])[CH:7]=1)C.O.[Li+].[OH-]. Product: [N+:22]([C:19]1[CH:18]=[CH:17][C:16]([CH2:5][C:6]2[CH:11]=[CH:10][N:9]=[C:8]([C:12]([F:15])([F:13])[F:14])[CH:7]=2)=[CH:21][CH:20]=1)([O-:24])=[O:23]. The catalyst class is: 5. (3) Reactant: [C:1]([O:5][C:6]([N:8]1[CH2:13][CH2:12][N:11]([S:14]([CH2:17][CH2:18][CH2:19]Cl)(=[O:16])=[O:15])[CH2:10][CH2:9]1)=[O:7])([CH3:4])([CH3:3])[CH3:2].[I-].[K+].C(=O)([O-])[O-].[K+].[K+].[NH:29]1[CH2:34][CH2:33][O:32][CH2:31][CH2:30]1. Product: [C:1]([O:5][C:6]([N:8]1[CH2:13][CH2:12][N:11]([S:14]([CH2:17][CH2:18][CH2:19][N:29]2[CH2:34][CH2:33][O:32][CH2:31][CH2:30]2)(=[O:16])=[O:15])[CH2:10][CH2:9]1)=[O:7])([CH3:4])([CH3:3])[CH3:2]. The catalyst class is: 496.